The task is: Predict which catalyst facilitates the given reaction.. This data is from Catalyst prediction with 721,799 reactions and 888 catalyst types from USPTO. (1) Reactant: C(OC([NH:8][CH2:9][CH2:10][CH2:11][CH2:12][N:13]1[C:17](=[O:18])[C:16](=[CH:19][C:20]2[O:24][C:23]([C:25]3[CH:33]=[CH:32][C:28]([C:29]([OH:31])=[O:30])=[CH:27][CH:26]=3)=[CH:22][CH:21]=2)[S:15][C:14]1=[S:34])=O)(C)(C)C.[F:35][C:36]([F:41])([F:40])[C:37]([OH:39])=[O:38]. Product: [F:35][C:36]([F:41])([F:40])[C:37]([O-:39])=[O:38].[C:29]([C:28]1[CH:27]=[CH:26][C:25]([C:23]2[O:24][C:20]([CH:19]=[C:16]3[S:15][C:14](=[S:34])[N:13]([CH2:12][CH2:11][CH2:10][CH2:9][NH3+:8])[C:17]3=[O:18])=[CH:21][CH:22]=2)=[CH:33][CH:32]=1)([OH:31])=[O:30]. The catalyst class is: 4. (2) Reactant: Cl[CH2:2][CH2:3][CH2:4][CH2:5][S:6]([NH:9][CH3:10])(=[O:8])=[O:7].[I-].[Na+].[C-:13]#[N:14].[Na+]. Product: [C:13]([CH2:2][CH2:3][CH2:4][CH2:5][S:6]([NH:9][CH3:10])(=[O:8])=[O:7])#[N:14]. The catalyst class is: 3. (3) Reactant: [F:1][C:2]1[CH:7]=[CH:6][C:5]([C:8]([F:11])([F:10])[F:9])=[CH:4][C:3]=1[C:12]1[CH:16]=[C:15](OS(C(F)(F)F)(=O)=O)[N:14]([C@H:25]([C:27]2[CH:37]=[CH:36][C:30]([C:31]([O:33][CH2:34][CH3:35])=[O:32])=[CH:29][CH:28]=2)[CH3:26])[N:13]=1.[CH3:38][O:39][C:40]1[CH:41]=[C:42]2[C:47](=[CH:48][CH:49]=1)[CH:46]=[C:45](B(O)O)[CH:44]=[CH:43]2.C(N(CC)CC)C.N#N. Product: [F:1][C:2]1[CH:7]=[CH:6][C:5]([C:8]([F:11])([F:10])[F:9])=[CH:4][C:3]=1[C:12]1[CH:16]=[C:15]([C:45]2[CH:44]=[CH:43][C:42]3[C:47](=[CH:48][CH:49]=[C:40]([O:39][CH3:38])[CH:41]=3)[CH:46]=2)[N:14]([C@H:25]([C:27]2[CH:28]=[CH:29][C:30]([C:31]([O:33][CH2:34][CH3:35])=[O:32])=[CH:36][CH:37]=2)[CH3:26])[N:13]=1. The catalyst class is: 104.